Dataset: Forward reaction prediction with 1.9M reactions from USPTO patents (1976-2016). Task: Predict the product of the given reaction. Given the reactants [Br:1][C:2]1[C:10]2[N:9]=[C:8]([CH3:11])[NH:7][C:6]=2[CH:5]=[C:4]([N+:12]([O-])=O)[CH:3]=1.O.O.[Sn](Cl)Cl.Cl, predict the reaction product. The product is: [Br:1][C:2]1[C:10]2[N:9]=[C:8]([CH3:11])[NH:7][C:6]=2[CH:5]=[C:4]([NH2:12])[CH:3]=1.